This data is from NCI-60 drug combinations with 297,098 pairs across 59 cell lines. The task is: Regression. Given two drug SMILES strings and cell line genomic features, predict the synergy score measuring deviation from expected non-interaction effect. (1) Drug 1: C1CN1C2=NC(=NC(=N2)N3CC3)N4CC4. Drug 2: C1CN(CCN1C(=O)CCBr)C(=O)CCBr. Cell line: HCT-15. Synergy scores: CSS=28.6, Synergy_ZIP=-6.79, Synergy_Bliss=-7.86, Synergy_Loewe=-7.13, Synergy_HSA=-2.64. (2) Drug 1: C1=CC(=C2C(=C1NCCNCCO)C(=O)C3=C(C=CC(=C3C2=O)O)O)NCCNCCO. Drug 2: C1=CC(=CC=C1C#N)C(C2=CC=C(C=C2)C#N)N3C=NC=N3. Cell line: M14. Synergy scores: CSS=4.12, Synergy_ZIP=-0.439, Synergy_Bliss=-2.52, Synergy_Loewe=-36.3, Synergy_HSA=-3.25.